This data is from Forward reaction prediction with 1.9M reactions from USPTO patents (1976-2016). The task is: Predict the product of the given reaction. (1) The product is: [C:1]1([CH3:11])[CH:6]=[CH:5][C:4]([S:7]([O:16][CH2:12][CH:13]([OH:15])[CH3:14])(=[O:9])=[O:8])=[CH:3][CH:2]=1. Given the reactants [C:1]1([CH3:11])[CH:6]=[CH:5][C:4]([S:7](Cl)(=[O:9])=[O:8])=[CH:3][CH:2]=1.[CH2:12]([OH:16])[CH:13]([OH:15])[CH3:14].C(N(CC)CC)C, predict the reaction product. (2) Given the reactants C[O:2][C:3]1[CH:12]=[C:11]2[C:6]([C:7]([NH:13][CH2:14][C:15]3[N:19]4[N:20]=[C:21]([C:24]5[CH:29]=[CH:28][CH:27]=[CH:26][CH:25]=5)[CH:22]=[CH:23][C:18]4=[N:17][N:16]=3)=[CH:8][CH:9]=[N:10]2)=[N:5][CH:4]=1.[OH-].[Na+], predict the reaction product. The product is: [C:24]1([C:21]2[CH:22]=[CH:23][C:18]3[N:19]([C:15]([CH2:14][NH:13][C:7]4[CH:8]=[CH:9][N:10]=[C:11]5[C:6]=4[N:5]=[CH:4][C:3]([OH:2])=[CH:12]5)=[N:16][N:17]=3)[N:20]=2)[CH:25]=[CH:26][CH:27]=[CH:28][CH:29]=1. (3) Given the reactants Br[CH:2]([CH2:6][CH2:7]Br)[C:3](Cl)=[O:4].P([O-])([O-])([O-])=O.[Na+].[Na+].[Na+].[NH2:17][C:18]1[CH:19]=[C:20]2[C:24](=[CH:25][CH:26]=1)[C:23](=[O:27])[CH2:22][CH2:21]2.C(=O)([O-])[O-].[K+].[K+].CC#[N:36], predict the reaction product. The product is: [NH2:36][CH:2]1[CH2:6][CH2:7][N:17]([C:18]2[CH:19]=[C:20]3[C:24](=[CH:25][CH:26]=2)[C:23](=[O:27])[CH2:22][CH2:21]3)[C:3]1=[O:4]. (4) Given the reactants C(N(CC)CC)C.[CH2:8]([NH2:11])[CH:9]=[CH2:10].[Br:12][C:13]1[C:14](Cl)=[CH:15][C:16]([Cl:23])=[N:17][C:18]=1[C:19]([O:21][CH3:22])=[O:20], predict the reaction product. The product is: [Br:12][C:13]1[C:14]([NH:11][CH2:8][CH:9]=[CH2:10])=[CH:15][C:16]([Cl:23])=[N:17][C:18]=1[C:19]([O:21][CH3:22])=[O:20]. (5) The product is: [OH:43][CH:13]1[CH2:12][N:11]([CH2:10][CH2:9][CH2:8][CH2:7][CH2:6][CH2:5][C:4]([OH:3])=[O:41])[C:16]2=[N:17][C:18]([C:27]3[CH:32]=[CH:31][CH:30]=[CH:29][CH:28]=3)=[C:19]([C:21]3[CH:22]=[CH:23][CH:24]=[CH:25][CH:26]=3)[N:20]=[C:15]2[CH:14]1[OH:48]. Given the reactants C([O:3][C:4](=[O:41])[CH2:5][CH2:6][CH2:7][CH2:8][CH2:9][CH2:10][N:11]1[C:16]2=[N:17][C:18]([C:27]3[CH:32]=[CH:31][CH:30]=[CH:29][CH:28]=3)=[C:19]([C:21]3[CH:26]=[CH:25][CH:24]=[CH:23][CH:22]=3)[N:20]=[C:15]2[CH:14](CC([O-])=O)[CH:13](CC([O-])=O)[CH2:12]1)C.[Li+].[OH-:43].Cl.C1C[O:48]CC1, predict the reaction product. (6) Given the reactants Br[C:2]1[CH:7]=[CH:6][C:5]([C:8]([NH:11][C:12](=[O:18])[O:13][C:14]([CH3:17])([CH3:16])[CH3:15])([CH3:10])[CH3:9])=[CH:4][CH:3]=1.Br[C:20]1[C:21]2[C:22]3[CH:36]=[CH:35][S:34][C:23]=3[C:24](=[O:33])[NH:25][C:26]=2[C:27]([CH3:32])=[CH:28][C:29]=1[O:30][CH3:31], predict the reaction product. The product is: [CH3:31][O:30][C:29]1[CH:28]=[C:27]([CH3:32])[C:26]2[NH:25][C:24](=[O:33])[C:23]3[S:34][CH:35]=[CH:36][C:22]=3[C:21]=2[C:20]=1[C:2]1[CH:7]=[CH:6][C:5]([C:8]([NH:11][C:12](=[O:18])[O:13][C:14]([CH3:17])([CH3:16])[CH3:15])([CH3:10])[CH3:9])=[CH:4][CH:3]=1. (7) Given the reactants [BH4-].[Na+].[C:3]([C:5]1([C:18](OCC)=[O:19])[CH2:10][CH2:9][N:8]([C:11]([O:13][C:14]([CH3:17])([CH3:16])[CH3:15])=[O:12])[CH2:7][CH2:6]1)#[N:4], predict the reaction product. The product is: [C:3]([C:5]1([CH2:18][OH:19])[CH2:10][CH2:9][N:8]([C:11]([O:13][C:14]([CH3:15])([CH3:16])[CH3:17])=[O:12])[CH2:7][CH2:6]1)#[N:4].